From a dataset of SARS-CoV-2 main protease (3CLPro) crystallographic fragment screen with 879 compounds. Binary Classification. Given a drug SMILES string, predict its activity (active/inactive) in a high-throughput screening assay against a specified biological target. (1) The drug is O=C(NCCc1ccc(O)cc1)c1ccccn1. The result is 0 (inactive). (2) The compound is O[C@H]1COC[C@H]1O. The result is 0 (inactive). (3) The molecule is CC(=O)Nc1cc(C(N)=O)cc(C(N)=O)c1. The result is 0 (inactive).